This data is from Forward reaction prediction with 1.9M reactions from USPTO patents (1976-2016). The task is: Predict the product of the given reaction. (1) Given the reactants [F:1][C:2]1[CH:7]=[CH:6][C:5]([N:8]=[C:9]2[N:13]([CH2:14][CH2:15][CH2:16][N:17]([C:25](=[NH:32])[N:26]3[CH2:31][CH2:30][O:29][CH2:28][CH2:27]3)C(=O)OC(C)(C)C)[C:12]([C:33]3[CH:38]=[CH:37][C:36]([N:39]4[CH2:44][CH2:43][O:42][CH2:41][CH2:40]4)=[CH:35][CH:34]=3)=[CH:11][S:10]2)=[CH:4][CH:3]=1.Cl, predict the reaction product. The product is: [F:1][C:2]1[CH:7]=[CH:6][C:5]([N:8]=[C:9]2[N:13]([CH2:14][CH2:15][CH2:16][NH:17][C:25]([N:26]3[CH2:27][CH2:28][O:29][CH2:30][CH2:31]3)=[NH:32])[C:12]([C:33]3[CH:38]=[CH:37][C:36]([N:39]4[CH2:44][CH2:43][O:42][CH2:41][CH2:40]4)=[CH:35][CH:34]=3)=[CH:11][S:10]2)=[CH:4][CH:3]=1. (2) Given the reactants [C:1]([C:5]1[CH:10]=[CH:9][C:8]([S:11]([NH:14][C:15]2[CH:19]=[CH:18][S:17][C:16]=2[C:20]([O:22]C)=[O:21])(=[O:13])=[O:12])=[C:7]([O:24][CH3:25])[CH:6]=1)([CH3:4])([CH3:3])[CH3:2].[OH-].[Na+], predict the reaction product. The product is: [C:1]([C:5]1[CH:10]=[CH:9][C:8]([S:11]([NH:14][C:15]2[CH:19]=[CH:18][S:17][C:16]=2[C:20]([OH:22])=[O:21])(=[O:13])=[O:12])=[C:7]([O:24][CH3:25])[CH:6]=1)([CH3:4])([CH3:2])[CH3:3]. (3) The product is: [C:22]([NH:30][C:31]1[CH:32]=[C:33]([CH:37]=[CH:38][N:39]=1)[C:34]([NH:10][CH2:9][C:6]1[CH:7]=[CH:8][C:3]([CH3:2])=[CH:4][CH:5]=1)=[O:35])(=[O:29])[C:23]1[CH:24]=[CH:25][CH:26]=[CH:27][CH:28]=1. Given the reactants F[C:2](F)(F)[C:3]1[CH:8]=[CH:7][C:6]([CH2:9][NH2:10])=[CH:5][CH:4]=1.CC1C=CC(CN)=CC=1.[C:22]([NH:30][C:31]1[CH:32]=[C:33]([CH:37]=[CH:38][N:39]=1)[C:34](O)=[O:35])(=[O:29])[C:23]1[CH:28]=[CH:27][CH:26]=[CH:25][CH:24]=1, predict the reaction product. (4) Given the reactants [CH3:1][C:2]1[N:3]=[C:4]([C:8]2[CH2:9][CH2:10][N:11]([C:14]([O:16][C:17]([CH3:20])([CH3:19])[CH3:18])=[O:15])[CH2:12][CH:13]=2)[NH:5][C:6]=1[CH3:7].[H][H], predict the reaction product. The product is: [CH3:7][C:6]1[N:5]=[C:4]([CH:8]2[CH2:9][CH2:10][N:11]([C:14]([O:16][C:17]([CH3:20])([CH3:19])[CH3:18])=[O:15])[CH2:12][CH2:13]2)[NH:3][C:2]=1[CH3:1]. (5) Given the reactants Cl.[N:2]1([C:9]2[NH:13][C:12]3[CH:14]=[CH:15][C:16]([C:18]([F:21])([F:20])[F:19])=[CH:17][C:11]=3[N:10]=2)[CH2:8][CH2:7][CH2:6][NH:5][CH2:4][CH2:3]1.[N:22]1([C:28](Cl)=[O:29])[CH2:27][CH2:26][O:25][CH2:24][CH2:23]1.C(N(CC)C(C)C)(C)C, predict the reaction product. The product is: [N:22]1([C:28]([N:5]2[CH2:6][CH2:7][CH2:8][N:2]([C:9]3[NH:10][C:11]4[CH:17]=[C:16]([C:18]([F:21])([F:19])[F:20])[CH:15]=[CH:14][C:12]=4[N:13]=3)[CH2:3][CH2:4]2)=[O:29])[CH2:27][CH2:26][O:25][CH2:24][CH2:23]1. (6) Given the reactants [CH3:1][C:2]1[N:6]([C:7]2[CH:12]=[CH:11][CH:10]=[CH:9][CH:8]=2)[N:5]=[CH:4][C:3]=1[C:13]([O:15]CC)=O.FC(F)(F)C([N:22]1[CH2:27][CH2:26][N:25]([C:28]2[C:37]3[C:32](=[CH:33][C:34]4[CH2:40][CH2:39][NH:38][C:35]=4[CH:36]=3)[CH:31]=[CH:30][N:29]=2)[CH2:24][CH2:23]1)=O, predict the reaction product. The product is: [CH3:1][C:2]1[N:6]([C:7]2[CH:8]=[CH:9][CH:10]=[CH:11][CH:12]=2)[N:5]=[CH:4][C:3]=1[C:13]([N:38]1[C:35]2[CH:36]=[C:37]3[C:32]([CH:31]=[CH:30][N:29]=[C:28]3[N:25]3[CH2:24][CH2:23][NH:22][CH2:27][CH2:26]3)=[CH:33][C:34]=2[CH2:40][CH2:39]1)=[O:15].